Dataset: Kir2.1 potassium channel HTS with 301,493 compounds. Task: Binary Classification. Given a drug SMILES string, predict its activity (active/inactive) in a high-throughput screening assay against a specified biological target. (1) The molecule is O(CC(=O)NC(=O)NC(C)C)C(=O)/C=C\c1c([N+]([O-])=O)cccc1. The result is 0 (inactive). (2) The compound is Clc1cc(c2oc(cc2)C(=O)Nc2nn(nn2)CCCC)ccc1. The result is 0 (inactive). (3) The compound is Clc1c([N+]([O-])=O)cc(CC(OC2C(CCCC2)CN(C)C)=O)cc1. The result is 0 (inactive). (4) The molecule is O=C(Nc1c(ccc(c1)C)C)C1C2CC(C1)CC2. The result is 0 (inactive). (5) The compound is Brc1c(O)c(C(=O)CSC(=S)N2CCOCC2)cc(Br)c1. The result is 0 (inactive). (6) The drug is Brc1ccc(SCC(N2CCN(CCC2=O)C)c2ccccc2)cc1. The result is 0 (inactive).